This data is from Forward reaction prediction with 1.9M reactions from USPTO patents (1976-2016). The task is: Predict the product of the given reaction. (1) Given the reactants [CH2:1]([NH:8][C:9]([C:11]1[S:15][C:14]([C:16]2[CH:21]=[N:20][CH:19]=[C:18](I)[N:17]=2)=[N:13][C:12]=1[CH3:23])=[O:10])[C:2]1[CH:7]=[CH:6][CH:5]=[CH:4][CH:3]=1.C([O-])([O-])=O.[Na+].[Na+].[C:30]1([CH2:36]/[CH:37]=[CH:38]/B(O)O)[CH:35]=[CH:34][CH:33]=[CH:32][CH:31]=1.O, predict the reaction product. The product is: [CH2:1]([NH:8][C:9]([C:11]1[S:15][C:14]([C:16]2[CH:21]=[N:20][CH:19]=[C:18](/[CH:38]=[CH:37]/[CH2:36][C:30]3[CH:35]=[CH:34][CH:33]=[CH:32][CH:31]=3)[N:17]=2)=[N:13][C:12]=1[CH3:23])=[O:10])[C:2]1[CH:7]=[CH:6][CH:5]=[CH:4][CH:3]=1. (2) Given the reactants Br[C:2]1[N:6]([C:7]([CH3:10])([CH3:9])[CH3:8])[N:5]=[CH:4][C:3]=1[C:11]1[S:12][CH:13]=[C:14]([CH2:16][C:17]([NH:19][CH2:20][CH:21]2[CH2:26][CH2:25][O:24][CH2:23][CH2:22]2)=[O:18])[N:15]=1.[CH:27]([O:30][C:31]1[CH:36]=[CH:35][C:34](B(O)O)=[CH:33][CH:32]=1)([CH3:29])[CH3:28], predict the reaction product. The product is: [C:7]([N:6]1[C:2]([C:34]2[CH:35]=[CH:36][C:31]([O:30][CH:27]([CH3:29])[CH3:28])=[CH:32][CH:33]=2)=[C:3]([C:11]2[S:12][CH:13]=[C:14]([CH2:16][C:17]([NH:19][CH2:20][CH:21]3[CH2:26][CH2:25][O:24][CH2:23][CH2:22]3)=[O:18])[N:15]=2)[CH:4]=[N:5]1)([CH3:10])([CH3:9])[CH3:8]. (3) Given the reactants C(O[C:4]([C:6]1[CH:7]=[C:8]2[C:12](=[CH:13][CH:14]=1)[NH:11][N:10]=[C:9]2[C:15]1[CH:24]=[CH:23][C:22]2[C:17](=[CH:18][CH:19]=[C:20]([O:25][CH2:26][CH2:27][C:28]3[CH:29]=[N:30][CH:31]=[CH:32][CH:33]=3)[CH:21]=2)[CH:16]=1)=[NH:5])C.[N:34]1([CH2:39][C:40]([NH:42][NH2:43])=O)[CH2:38][CH2:37][CH2:36][CH2:35]1.C(N(CC)CC)C, predict the reaction product. The product is: [N:30]1[CH:31]=[CH:32][CH:33]=[C:28]([CH2:27][CH2:26][O:25][C:20]2[CH:21]=[C:22]3[C:17](=[CH:18][CH:19]=2)[CH:16]=[C:15]([C:9]2[C:8]4[C:12](=[CH:13][CH:14]=[C:6]([C:4]5[N:5]=[C:40]([CH2:39][N:34]6[CH2:38][CH2:37][CH2:36][CH2:35]6)[NH:42][N:43]=5)[CH:7]=4)[NH:11][N:10]=2)[CH:24]=[CH:23]3)[CH:29]=1. (4) Given the reactants [C:1]([C:5]1[CH:6]=[C:7]([NH:26][S:27]([CH3:30])(=[O:29])=[O:28])[C:8]([O:24][CH3:25])=[C:9]([NH:11][C:12]([C:14]2[S:18][C:17]3[C:19]([NH2:23])=[CH:20][CH:21]=[CH:22][C:16]=3[CH:15]=2)=[O:13])[CH:10]=1)([CH3:4])([CH3:3])[CH3:2].[C:31]1([N:37]=[C:38]=[O:39])[CH:36]=[CH:35][CH:34]=[CH:33][CH:32]=1, predict the reaction product. The product is: [C:1]([C:5]1[CH:6]=[C:7]([NH:26][S:27]([CH3:30])(=[O:28])=[O:29])[C:8]([O:24][CH3:25])=[C:9]([NH:11][C:12]([C:14]2[S:18][C:17]3[C:19]([NH:23][C:38]([NH:37][C:31]4[CH:36]=[CH:35][CH:34]=[CH:33][CH:32]=4)=[O:39])=[CH:20][CH:21]=[CH:22][C:16]=3[CH:15]=2)=[O:13])[CH:10]=1)([CH3:4])([CH3:2])[CH3:3]. (5) Given the reactants [CH3:1][O:2][C:3]1[CH:8]=[CH:7][C:6]([N:9]2[C:18](=[O:19])[C:17]3[C:12](=[CH:13][CH:14]=[C:15]([N+:20]([O-:22])=[O:21])[CH:16]=3)[N:11]=[C:10]2[CH2:23][N:24]([CH3:36])[CH2:25][CH2:26][N:27]([CH3:35])C(=O)OC(C)(C)C)=[CH:5][CH:4]=1.C(O)(C(F)(F)F)=O, predict the reaction product. The product is: [CH3:35][N:27]1[CH2:26][CH2:25][N:24]([CH3:36])[CH2:23]/[C:10]/1=[N:11]\[C:12]1[CH:13]=[CH:14][C:15]([N+:20]([O-:22])=[O:21])=[CH:16][C:17]=1[C:18]([NH:9][C:6]1[CH:7]=[CH:8][C:3]([O:2][CH3:1])=[CH:4][CH:5]=1)=[O:19]. (6) Given the reactants C([O:9][C@@H:10]([C:27]1[CH:32]=[CH:31][CH:30]=[CH:29][CH:28]=1)[C@H:11](OCC(OC(C)(C)C)=O)[C:12]1[CH:17]=[CH:16][CH:15]=[CH:14][CH:13]=1)(=O)C1C=CC=CC=1.[OH-].[Na+].Cl.F[C:37](F)(F)[C:38]([OH:40])=[O:39], predict the reaction product. The product is: [C:27]1([C@H:10]2[C@@H:11]([C:12]3[CH:13]=[CH:14][CH:15]=[CH:16][CH:17]=3)[O:40][C:38](=[O:39])[CH2:37][O:9]2)[CH:28]=[CH:29][CH:30]=[CH:31][CH:32]=1. (7) The product is: [O:16]=[C:13]1[C@@H:11]2[C@@H:10]([CH2:9][N:8]([C:25]([O:27][C:28]([CH3:29])([CH3:30])[CH3:31])=[O:26])[CH2:12]2)[CH2:15][CH2:14]1. Given the reactants C([N:8]1[CH2:12][C@@H:11]2[C:13](=[O:16])[CH2:14][CH2:15][C@@H:10]2[CH2:9]1)C1C=CC=CC=1.[C:25](O[C:25]([O:27][C:28]([CH3:31])([CH3:30])[CH3:29])=[O:26])([O:27][C:28]([CH3:31])([CH3:30])[CH3:29])=[O:26], predict the reaction product. (8) Given the reactants [CH3:1][O:2][C:3](=[O:12])[C:4]1[C:5](=[CH:7][CH:8]=[C:9]([Cl:11])[CH:10]=1)[NH2:6].N1C=CC=CC=1.Cl.[C:20]1([S:26](Cl)(=[O:28])=[O:27])[CH:25]=[CH:24][CH:23]=[CH:22][CH:21]=1, predict the reaction product. The product is: [C:20]1([S:26]([NH:6][C:5]2[CH:7]=[CH:8][C:9]([Cl:11])=[CH:10][C:4]=2[C:3]([O:2][CH3:1])=[O:12])(=[O:28])=[O:27])[CH:25]=[CH:24][CH:23]=[CH:22][CH:21]=1. (9) Given the reactants [CH3:1][O:2][C:3](=[O:22])[C@@H:4]([NH:13][C:14]([O:16][CH:17]1[CH2:21][CH2:20][CH2:19][CH2:18]1)=[O:15])[CH2:5][CH2:6][CH2:7][CH2:8][CH2:9][CH2:10][CH2:11][NH2:12].[C:23]([O:27][C:28]([NH:30][CH:31]([CH2:37][CH:38]1[CH2:41][CH2:40][CH2:39]1)[CH:32]([OH:36])[C:33](O)=[O:34])=[O:29])([CH3:26])([CH3:25])[CH3:24].ON1C2N=CC=CC=2N=N1.Cl.CN(C)CCCN=C=NCC.C(N(CC)CC)C, predict the reaction product. The product is: [CH3:1][O:2][C:3](=[O:22])[C@@H:4]([NH:13][C:14]([O:16][CH:17]1[CH2:21][CH2:20][CH2:19][CH2:18]1)=[O:15])[CH2:5][CH2:6][CH2:7][CH2:8][CH2:9][CH2:10][CH2:11][NH:12][C:33](=[O:34])[CH:32]([OH:36])[CH:31]([NH:30][C:28]([O:27][C:23]([CH3:24])([CH3:25])[CH3:26])=[O:29])[CH2:37][CH:38]1[CH2:41][CH2:40][CH2:39]1.